Predict the reaction yield, written as a fraction of the theoretical maximum amount of product (1.0 means a 100% yield; for example, 0.34 means a 34% yield). From a dataset of Reaction yield outcomes from USPTO patents with 853,638 reactions. (1) The reactants are C([Sn]([N:14]=[N+:15]=[N-:16])(CCCC)CCCC)CCC.[NH2:17][C:18]1[N:19]=[C:20]([CH3:33])[C:21]2[CH:27]=[C:26]([C:28]#[N:29])[C:25](=[O:30])[N:24]([CH2:31][CH3:32])[C:22]=2[N:23]=1. The catalyst is C1(C)C=CC=CC=1. The product is [NH2:17][C:18]1[N:19]=[C:20]([CH3:33])[C:21]2[CH:27]=[C:26]([C:28]3[NH:16][N:15]=[N:14][N:29]=3)[C:25](=[O:30])[N:24]([CH2:31][CH3:32])[C:22]=2[N:23]=1. The yield is 0.450. (2) The reactants are [Br:1][C:2]1[CH:3]=[C:4]([O:10]C)[CH:5]=[C:6]([O:8]C)[CH:7]=1.[I-].[Na+].C[Si](Cl)(C)C. The catalyst is C(#N)C.O. The product is [Br:1][C:2]1[CH:7]=[C:6]([OH:8])[CH:5]=[C:4]([OH:10])[CH:3]=1. The yield is 0.730. (3) The reactants are P(=O)([O-])OC([CH2:12][C:13]1[CH:18]=[CH:17][CH:16]=[CH:15][CH:14]=1)([CH2:12][C:13]1[CH:18]=[CH:17][CH:16]=[CH:15][CH:14]=1)O.N1[C:26]([CH3:27])=[CH:25][CH:24]=[CH:23][C:22]=1[CH3:28].FC(F)(F)S(OS(C(F)(F)F)(=O)=O)(=O)=[O:32]. The catalyst is C(Cl)Cl. The product is [CH2:28]([O:32][CH2:12][C:13]1[CH:14]=[CH:15][CH:16]=[CH:17][CH:18]=1)[C:22]1[CH:27]=[CH:26][CH:25]=[CH:24][CH:23]=1. The yield is 0.910. (4) The reactants are [NH2:1][C:2]1[CH:7]=[CH:6][C:5]([C:8]2[CH:13]=[CH:12][C:11]([C:14](=[O:26])[CH2:15][CH:16]([CH2:21][CH2:22][N:23]([CH3:25])[CH3:24])[C:17]([O:19]C)=[O:18])=[CH:10][CH:9]=2)=[CH:4][CH:3]=1.Cl[C:28]1[S:29][C:30]2[CH:36]=[C:35]([Cl:37])[CH:34]=[CH:33][C:31]=2[N:32]=1.S1C2C=CC=CC=2N=C1NC1C=CC(C2C=CC(C(=O)CC(C)(C)C(O)=O)=CC=2)=CC=1.FC(F)(F)C([O-])=O. No catalyst specified. The product is [Cl:37][C:35]1[CH:34]=[CH:33][C:31]2[N:32]=[C:28]([NH:1][C:2]3[CH:7]=[CH:6][C:5]([C:8]4[CH:13]=[CH:12][C:11]([C:14](=[O:26])[CH2:15][CH:16]([CH2:21][CH2:22][N:23]([CH3:24])[CH3:25])[C:17]([OH:19])=[O:18])=[CH:10][CH:9]=4)=[CH:4][CH:3]=3)[S:29][C:30]=2[CH:36]=1. The yield is 0.130. (5) The reactants are P12(SP3(SP(SP(S3)(S1)=S)(=S)S2)=S)=[S:2].[C:15]([O:19][C:20]([N:22]1[CH2:26][CH2:25][CH:24]([C:27](=O)[NH2:28])[CH:23]1[C:30]1[CH:35]=[C:34]([CH3:36])[N:33]=[C:32]([N:37]2[CH:41]=[CH:40][N:39]=[CH:38]2)[N:31]=1)=[O:21])([CH3:18])([CH3:17])[CH3:16].O. The catalyst is C(COC)OC. The yield is 0.860. The product is [C:15]([O:19][C:20]([N:22]1[CH2:26][CH2:25][CH:24]([C:27](=[S:2])[NH2:28])[CH:23]1[C:30]1[CH:35]=[C:34]([CH3:36])[N:33]=[C:32]([N:37]2[CH:41]=[CH:40][N:39]=[CH:38]2)[N:31]=1)=[O:21])([CH3:18])([CH3:17])[CH3:16].